This data is from Reaction yield outcomes from USPTO patents with 853,638 reactions. The task is: Predict the reaction yield, written as a fraction of the theoretical maximum amount of product (1.0 means a 100% yield; for example, 0.34 means a 34% yield). The reactants are [CH2:1]([O:3][C:4](=[O:20])[CH2:5][N:6]=[C:7]([C:14]1[CH:19]=[CH:18][CH:17]=[CH:16][CH:15]=1)[C:8]1[CH:13]=[CH:12][CH:11]=[CH:10][CH:9]=1)[CH3:2].Br[CH2:22][CH2:23][CH2:24][CH2:25][B:26]1[O:30][C:29]([CH3:32])([CH3:31])[C:28]([CH3:34])([CH3:33])[O:27]1.C1COCC1.C[Si]([N-][Si](C)(C)C)(C)C.[Li+]. The catalyst is C(OCC)(=O)C. The product is [C:8]1([C:7](=[N:6][CH:5]([CH2:22][CH2:23][CH2:24][CH2:25][B:26]2[O:30][C:29]([CH3:32])([CH3:31])[C:28]([CH3:33])([CH3:34])[O:27]2)[C:4]([O:3][CH2:1][CH3:2])=[O:20])[C:14]2[CH:19]=[CH:18][CH:17]=[CH:16][CH:15]=2)[CH:9]=[CH:10][CH:11]=[CH:12][CH:13]=1. The yield is 0.640.